From a dataset of Peptide-MHC class I binding affinity with 185,985 pairs from IEDB/IMGT. Regression. Given a peptide amino acid sequence and an MHC pseudo amino acid sequence, predict their binding affinity value. This is MHC class I binding data. (1) The peptide sequence is MIKYCLLKILK. The MHC is HLA-B18:01 with pseudo-sequence HLA-B18:01. The binding affinity (normalized) is 0.0847. (2) The peptide sequence is STGKSIKFK. The MHC is HLA-B57:01 with pseudo-sequence HLA-B57:01. The binding affinity (normalized) is 0.0847. (3) The peptide sequence is IAVFDSKLI. The MHC is HLA-A02:03 with pseudo-sequence HLA-A02:03. The binding affinity (normalized) is 0.133. (4) The peptide sequence is RMILPMSRAFR. The MHC is HLA-B58:01 with pseudo-sequence HLA-B58:01. The binding affinity (normalized) is 0.0847. (5) The peptide sequence is HAQRIETWIL. The MHC is HLA-B08:01 with pseudo-sequence HLA-B08:01. The binding affinity (normalized) is 0.348. (6) The binding affinity (normalized) is 0.224. The MHC is HLA-A31:01 with pseudo-sequence HLA-A31:01. The peptide sequence is KTLQNDSKH. (7) The peptide sequence is LKFSLPFPFLYKFLL. The MHC is HLA-A30:02 with pseudo-sequence HLA-A30:02. The binding affinity (normalized) is 0.00596. (8) The peptide sequence is QLFNHTMFI. The MHC is HLA-A02:03 with pseudo-sequence HLA-A02:03. The binding affinity (normalized) is 0.892. (9) The peptide sequence is TLALEVARQK. The MHC is HLA-A30:01 with pseudo-sequence HLA-A30:01. The binding affinity (normalized) is 0.0707. (10) The binding affinity (normalized) is 0.0847. The peptide sequence is SQYDPKELL. The MHC is HLA-A02:19 with pseudo-sequence HLA-A02:19.